This data is from Reaction yield outcomes from USPTO patents with 853,638 reactions. The task is: Predict the reaction yield, written as a fraction of the theoretical maximum amount of product (1.0 means a 100% yield; for example, 0.34 means a 34% yield). (1) The reactants are [NH2:1][C:2]1[O:6][N:5]=[C:4]([CH3:7])[C:3]=1[Br:8].[Br:9][C:10]1[CH:11]=[CH:12][C:13]([O:20][CH3:21])=[C:14]([S:16](Cl)(=[O:18])=[O:17])[CH:15]=1. No catalyst specified. The product is [Br:9][C:10]1[CH:11]=[CH:12][C:13]([O:20][CH3:21])=[C:14]([S:16]([NH:1][C:2]2[O:6][N:5]=[C:4]([CH3:7])[C:3]=2[Br:8])(=[O:17])=[O:18])[CH:15]=1. The yield is 0.610. (2) The reactants are I[C:2]1[CH:7]=[CH:6][C:5]([N:8]2[CH2:13][CH2:12][C:11]3[C:14]([C:34]([F:37])([F:36])[F:35])=[N:15][N:16]([C:17]4[CH:31]=[CH:30][C:29]([O:32][CH3:33])=[CH:28][C:18]=4[C:19]([NH:21][C:22]4[CH:23]=[N:24][CH:25]=[CH:26][CH:27]=4)=[O:20])[C:10]=3[C:9]2=[O:38])=[CH:4][CH:3]=1.[H][H]. The catalyst is [Pd].C(O)C. The product is [CH3:33][O:32][C:29]1[CH:30]=[CH:31][C:17]([N:16]2[C:10]3[C:9](=[O:38])[N:8]([C:5]4[CH:6]=[CH:7][CH:2]=[CH:3][CH:4]=4)[CH2:13][CH2:12][C:11]=3[C:14]([C:34]([F:36])([F:35])[F:37])=[N:15]2)=[C:18]([CH:28]=1)[C:19]([NH:21][C:22]1[CH:23]=[N:24][CH:25]=[CH:26][CH:27]=1)=[O:20]. The yield is 0.950.